From a dataset of Forward reaction prediction with 1.9M reactions from USPTO patents (1976-2016). Predict the product of the given reaction. (1) Given the reactants [OH:1][C:2]1[CH:3]=[C:4]2[C:9](=[CH:10][CH:11]=1)[N:8]=[C:7]([CH2:12][CH:13]([CH3:15])[CH3:14])[C:6]([CH2:16][NH:17][C:18](=[O:24])[O:19][C:20]([CH3:23])([CH3:22])[CH3:21])=[C:5]2[C:25]1[CH:30]=[CH:29][C:28]([CH3:31])=[CH:27][CH:26]=1.Br[CH2:33][CH2:34][CH2:35][CH2:36][C:37]([O:39][CH2:40][CH3:41])=[O:38].C(=O)([O-])[O-].[K+].[K+].CN(C)C=O, predict the reaction product. The product is: [C:20]([O:19][C:18]([NH:17][CH2:16][C:6]1[C:7]([CH2:12][CH:13]([CH3:15])[CH3:14])=[N:8][C:9]2[C:4]([C:5]=1[C:25]1[CH:26]=[CH:27][C:28]([CH3:31])=[CH:29][CH:30]=1)=[CH:3][C:2]([O:1][CH2:33][CH2:34][CH2:35][CH2:36][C:37]([O:39][CH2:40][CH3:41])=[O:38])=[CH:11][CH:10]=2)=[O:24])([CH3:23])([CH3:21])[CH3:22]. (2) Given the reactants BrC1C(N2C=CC(C(F)(F)F)=N2)=NC(NC2C=CC=C(Cl)C=2)=NC=1.Br[C:26]1[C:27]([N:40]2[C:44]([CH3:45])=[CH:43][C:42]([C:46]([F:49])([F:48])[F:47])=[N:41]2)=[N:28][C:29]([NH:32][C:33]2[CH:38]=[CH:37][CH:36]=[C:35]([Cl:39])[CH:34]=2)=[N:30][CH:31]=1.CC1(C)C(C)(C)OB([C:58]2[CH:59]=[C:60]([C:64]([O:66][CH2:67][CH3:68])=[O:65])[CH:61]=[N:62][CH:63]=2)O1.C(=O)([O-])[O-].[Na+].[Na+], predict the reaction product. The product is: [Cl:39][C:35]1[CH:34]=[C:33]([NH:32][C:29]2[N:28]=[C:27]([N:40]3[C:44]([CH3:45])=[CH:43][C:42]([C:46]([F:49])([F:48])[F:47])=[N:41]3)[C:26]([C:58]3[CH:59]=[C:60]([C:64]([O:66][CH2:67][CH3:68])=[O:65])[CH:61]=[N:62][CH:63]=3)=[CH:31][N:30]=2)[CH:38]=[CH:37][CH:36]=1. (3) Given the reactants C(N(CC)CC)C.[CH:8]1([C:12](Cl)=[O:13])[CH2:11][CH2:10][CH2:9]1.[NH2:15][C:16]1[CH:21]=[CH:20][C:19]([CH2:22][CH2:23][OH:24])=[CH:18][CH:17]=1.O, predict the reaction product. The product is: [OH:24][CH2:23][CH2:22][C:19]1[CH:20]=[CH:21][C:16]([NH:15][C:12]([CH:8]2[CH2:11][CH2:10][CH2:9]2)=[O:13])=[CH:17][CH:18]=1. (4) The product is: [Cl:1][C:2]1[CH:3]=[C:4]([C@H:9]([NH:14][C:15](=[O:21])[O:16][C:17]([CH3:18])([CH3:20])[CH3:19])[CH2:10][CH2:11][S:12]([CH3:13])(=[O:30])=[O:33])[CH:5]=[CH:6][C:7]=1[Cl:8]. Given the reactants [Cl:1][C:2]1[CH:3]=[C:4]([C@H:9]([NH:14][C:15](=[O:21])[O:16][C:17]([CH3:20])([CH3:19])[CH3:18])[CH2:10][CH2:11][S:12][CH3:13])[CH:5]=[CH:6][C:7]=1[Cl:8].C1C=C(Cl)C=C(C(OO)=[O:30])C=1.[OH-:33].[Na+], predict the reaction product. (5) The product is: [NH2:15][C:5]1[C:4]([O:18][C:19]2[CH:20]=[CH:21][CH:22]=[CH:23][CH:24]=2)=[N:3][C:2]([CH3:1])=[C:7]([CH3:8])[C:6]=1[NH:9][CH2:10][C:11]([CH3:12])([OH:13])[CH3:14]. Given the reactants [CH3:1][C:2]1[C:7]([CH3:8])=[C:6]([NH:9][CH2:10][C:11]([CH3:14])([OH:13])[CH3:12])[C:5]([N+:15]([O-])=O)=[C:4]([O:18][C:19]2[CH:24]=[CH:23][CH:22]=[CH:21][CH:20]=2)[N:3]=1, predict the reaction product.